From a dataset of Full USPTO retrosynthesis dataset with 1.9M reactions from patents (1976-2016). Predict the reactants needed to synthesize the given product. (1) The reactants are: Cl.[F:2][C:3]1[CH:11]=[CH:10][CH:9]=[C:8]2[C:4]=1[CH:5]([CH2:15][CH2:16][C:17]1([F:27])[CH2:26][CH2:25][C:20]3(OCC[O:21]3)[CH2:19][CH2:18]1)[N:6]1[CH:14]=[N:13][CH:12]=[C:7]12.C([O-])(O)=O.[Na+]. Given the product [F:27][C:17]1([CH2:16][CH2:15][CH:5]2[C:4]3[C:8](=[CH:9][CH:10]=[CH:11][C:3]=3[F:2])[C:7]3=[CH:12][N:13]=[CH:14][N:6]23)[CH2:26][CH2:25][C:20](=[O:21])[CH2:19][CH2:18]1, predict the reactants needed to synthesize it. (2) Given the product [CH3:1][C:2]1[C:3]([C@H:21]([OH:27])[C:22]([O:24][CH2:25][CH3:26])=[O:23])=[C:4]([O:13][S:14]([C:17]([F:19])([F:20])[F:18])(=[O:15])=[O:16])[C:5]2[C:10]([CH:11]=1)=[CH:9][C:8]([CH3:12])=[CH:7][CH:6]=2, predict the reactants needed to synthesize it. The reactants are: [CH3:1][C:2]1[C:3]([C:21](=[O:27])[C:22]([O:24][CH2:25][CH3:26])=[O:23])=[C:4]([O:13][S:14]([C:17]([F:20])([F:19])[F:18])(=[O:16])=[O:15])[C:5]2[C:10]([CH:11]=1)=[CH:9][C:8]([CH3:12])=[CH:7][CH:6]=2.B1(C)OC(C2C=CC=CC=2)(C2C=CC=CC=2)[C@@H]2N1CCC2.[B]1OC2C(=CC=CC=2)O1.C([O-])([O-])=O.[Na+].[Na+]. (3) Given the product [CH3:16][N:17]([CH3:13])[C:24](=[O:28])[C:25]([C:7]1[C:6]2[C:10](=[CH:11][CH:12]=[C:4]([N+:1]([O-:3])=[O:2])[CH:5]=2)[NH:9][CH:8]=1)=[O:26], predict the reactants needed to synthesize it. The reactants are: [N+:1]([C:4]1[CH:5]=[C:6]2[C:10](=[CH:11][CH:12]=1)[NH:9][CH:8]=[CH:7]2)([O-:3])=[O:2].[C:13]1(=O)[NH:17][C:16](=O)C2=CC=CC=C12.[C:24](Cl)(=[O:28])[C:25](Cl)=[O:26].CNC.C1COCC1. (4) The reactants are: [CH3:1][NH:2][CH2:3][CH2:4][CH2:5][CH2:6][CH2:7][CH2:8][CH2:9][CH2:10][CH2:11][N:12]1[CH2:17][CH2:16][CH:15]([O:18][C:19](=[O:33])[NH:20][C:21]2[CH:26]=[CH:25][CH:24]=[CH:23][C:22]=2[C:27]2[CH:32]=[CH:31][CH:30]=[CH:29][CH:28]=2)[CH2:14][CH2:13]1.C1(N)C(F)=C(F)C(F)=C(N)C=1F.Cl.Cl.[OH:48][C:49]1[CH:50]=[C:51]([CH2:55][C:56]([OH:58])=O)[CH:52]=[CH:53][CH:54]=1. Given the product [NH3:2].[OH:48][C:49]1[CH:50]=[C:51]([CH2:55][C:56]([N:2]([CH3:1])[CH2:3][CH2:4][CH2:5][CH2:6][CH2:7][CH2:8][CH2:9][CH2:10][CH2:11][N:12]2[CH2:13][CH2:14][CH:15]([O:18][C:19](=[O:33])[NH:20][C:21]3[CH:26]=[CH:25][CH:24]=[CH:23][C:22]=3[C:27]3[CH:28]=[CH:29][CH:30]=[CH:31][CH:32]=3)[CH2:16][CH2:17]2)=[O:58])[CH:52]=[CH:53][CH:54]=1, predict the reactants needed to synthesize it. (5) Given the product [CH2:3]([O:5][C:6]([C:8]1[S:24][C:11]2=[N:12][C:13]([O:16][CH2:17][C:18]3[CH:23]=[CH:22][CH:21]=[CH:20][CH:19]=3)=[CH:14][CH:15]=[C:10]2[C:9]=1[O:25][CH2:27][C:28]([O:30][C:31]([CH3:34])([CH3:33])[CH3:32])=[O:29])=[O:7])[CH3:4], predict the reactants needed to synthesize it. The reactants are: [H-].[Na+].[CH2:3]([O:5][C:6]([C:8]1[S:24][C:11]2=[N:12][C:13]([O:16][CH2:17][C:18]3[CH:23]=[CH:22][CH:21]=[CH:20][CH:19]=3)=[CH:14][CH:15]=[C:10]2[C:9]=1[OH:25])=[O:7])[CH3:4].Br[CH2:27][C:28]([O:30][C:31]([CH3:34])([CH3:33])[CH3:32])=[O:29]. (6) Given the product [NH2:1]/[C:2](/[C:6]([CH3:9])([CH3:8])[CH3:7])=[CH:3]\[C:4](=[S:20])[NH2:5], predict the reactants needed to synthesize it. The reactants are: [NH2:1]/[C:2](/[C:6]([CH3:9])([CH3:8])[CH3:7])=[CH:3]\[C:4]#[N:5].O.O.O.O.O.O.O.O.O.O.[S-2:20].[Na+].[Na+].C(OCC)(=O)C. (7) Given the product [CH3:11][O:12][C:13]([C:15]1[CH:19]=[CH:18][S:17][C:16]=1[C:2]1[CH:7]=[CH:6][C:5]([N+:8]([O-:10])=[O:9])=[CH:4][CH:3]=1)=[O:14], predict the reactants needed to synthesize it. The reactants are: Br[C:2]1[CH:7]=[CH:6][C:5]([N+:8]([O-:10])=[O:9])=[CH:4][CH:3]=1.[CH3:11][O:12][C:13]([C:15]1[CH:19]=[CH:18][S:17][CH:16]=1)=[O:14].C([O-])(=O)C.[K+].C1(C)C=CC=CC=1. (8) The reactants are: [F:1][C:2]1[CH:3]=[C:4]2[C:8](=[CH:9][CH:10]=1)[NH:7][C:6](=[O:11])/[C:5]/2=[CH:12]\[C:13]1[NH:22][C:21]2[CH2:20][CH2:19][CH2:18][N:17]([CH2:23][C@H:24]([OH:32])[CH2:25][N:26]3[CH2:31][CH2:30][O:29][CH2:28][CH2:27]3)[C:16](=[O:33])[C:15]=2[C:14]=1[CH3:34].[C:35]([OH:43])(=[O:42])[C@H:36]([CH2:38][C:39]([OH:41])=[O:40])[OH:37]. Given the product [C:35]([OH:43])(=[O:42])[CH:36]([CH2:38][C:39]([OH:41])=[O:40])[OH:37].[F:1][C:2]1[CH:3]=[C:4]2[C:8](=[CH:9][CH:10]=1)[NH:7][C:6](=[O:11])/[C:5]/2=[CH:12]\[C:13]1[NH:22][C:21]2[CH2:20][CH2:19][CH2:18][N:17]([CH2:23][C@H:24]([OH:32])[CH2:25][N:26]3[CH2:27][CH2:28][O:29][CH2:30][CH2:31]3)[C:16](=[O:33])[C:15]=2[C:14]=1[CH3:34], predict the reactants needed to synthesize it. (9) Given the product [N+:26]([C:29]1[CH:30]=[C:31]2[C:35](=[CH:36][CH:37]=1)[N:34]([CH2:2][CH:3]1[CH2:8][CH2:7][N:6]([C:9]([O:11][C:12]([CH3:15])([CH3:14])[CH3:13])=[O:10])[CH2:5][CH2:4]1)[CH:33]=[CH:32]2)([O-:28])=[O:27], predict the reactants needed to synthesize it. The reactants are: O[CH2:2][CH:3]1[CH2:8][CH2:7][N:6]([C:9]([O:11][C:12]([CH3:15])([CH3:14])[CH3:13])=[O:10])[CH2:5][CH2:4]1.CS(Cl)(=O)=O.C(=O)(O)[O-].[Na+].[N+:26]([C:29]1[CH:30]=[C:31]2[C:35](=[CH:36][CH:37]=1)[NH:34][CH:33]=[CH:32]2)([O-:28])=[O:27].[H-].[Na+]. (10) Given the product [OH:2][C:3]1[CH:28]=[CH:27][CH:26]=[CH:25][C:4]=1[CH2:5][C:36]([O:38][C:39]([CH3:42])([CH3:41])[CH3:40])=[O:37], predict the reactants needed to synthesize it. The reactants are: [Br-].[OH:2][C:3]1[CH:28]=[CH:27][CH:26]=[CH:25][C:4]=1[CH2:5][P+](C1C=CC=CC=1)(C1C=CC=CC=1)C1C=CC=CC=1.CCN(CC)CC.[C:36](O[C:36]([O:38][C:39]([CH3:42])([CH3:41])[CH3:40])=[O:37])([O:38][C:39]([CH3:42])([CH3:41])[CH3:40])=[O:37].